The task is: Predict which catalyst facilitates the given reaction.. This data is from Catalyst prediction with 721,799 reactions and 888 catalyst types from USPTO. (1) Reactant: [Cl:1][C:2]1[CH:3]=[C:4]([C:9]2[C:14]([O:15]C)=[CH:13][C:12]([C:17]([CH3:24])([CH3:23])[C:18]([O:20][CH2:21][CH3:22])=[O:19])=[CH:11][C:10]=2[O:25]C)[CH:5]=[C:6]([Cl:8])[CH:7]=1.B(Br)(Br)Br.[Cl:31][C:32]1[CH:33]=[C:34]([C:39]2[C:44]([O:45][CH3:46])=[CH:43][C:42]([C:47]([CH3:54])([CH3:53])[C:48]([O:50][CH2:51][CH3:52])=[O:49])=[CH:41][C:40]=2[OH:55])[CH:35]=[C:36]([Cl:38])[CH:37]=1. Product: [Cl:1][C:2]1[CH:3]=[C:4]([C:9]2[C:14]([OH:15])=[CH:13][C:12]([C:17]([CH3:24])([CH3:23])[C:18]([O:20][CH2:21][CH3:22])=[O:19])=[CH:11][C:10]=2[OH:25])[CH:5]=[C:6]([Cl:8])[CH:7]=1.[Cl:31][C:32]1[CH:33]=[C:34]([C:39]2[C:44]([O:45][CH3:46])=[CH:43][C:42]([C:47]([CH3:54])([CH3:53])[C:48]([O:50][CH2:51][CH3:52])=[O:49])=[CH:41][C:40]=2[OH:55])[CH:35]=[C:36]([Cl:38])[CH:37]=1. The catalyst class is: 2. (2) Reactant: C(O)(C(F)(F)F)=O.[Br:8][C:9]1[C:34]([CH3:35])=[N:33][C:12]2[N:13]=[C:14]([N:20]3[CH2:23][CH:22]([N:24](C)[C:25](=O)OC(C)(C)C)[CH2:21]3)[C:15]3[N:16]([CH:17]=[N:18][N:19]=3)[C:11]=2[CH:10]=1. Product: [Br:8][C:9]1[C:34]([CH3:35])=[N:33][C:12]2[N:13]=[C:14]([N:20]3[CH2:21][CH:22]([NH:24][CH3:25])[CH2:23]3)[C:15]3[N:16]([CH:17]=[N:18][N:19]=3)[C:11]=2[CH:10]=1. The catalyst class is: 2.